This data is from Forward reaction prediction with 1.9M reactions from USPTO patents (1976-2016). The task is: Predict the product of the given reaction. (1) Given the reactants [OH:1][C:2]1[CH:11]=[C:10](I)[CH:9]=[CH:8][C:3]=1[C:4]([O:6][CH3:7])=[O:5].[F:13][C:14]1[CH:19]=[CH:18][C:17](B(O)O)=[CH:16][CH:15]=1.C1(P(C2CCCCC2)C2CCCCC2)CCCCC1.P([O-])([O-])([O-])=O.[K+].[K+].[K+], predict the reaction product. The product is: [F:13][C:14]1[CH:19]=[CH:18][C:17]([C:10]2[CH:9]=[CH:8][C:3]([C:4]([O:6][CH3:7])=[O:5])=[C:2]([OH:1])[CH:11]=2)=[CH:16][CH:15]=1. (2) Given the reactants [Br:1][C:2]1[CH:3]=[C:4]([CH2:8][CH2:9][C:10]#[N:11])[CH:5]=[CH:6][CH:7]=1.[CH:12](OCC)=[O:13].[H-].[Na+].Cl, predict the reaction product. The product is: [Br:1][C:2]1[CH:3]=[C:4]([CH2:8][CH:9]([CH:12]=[O:13])[C:10]#[N:11])[CH:5]=[CH:6][CH:7]=1.